From a dataset of Forward reaction prediction with 1.9M reactions from USPTO patents (1976-2016). Predict the product of the given reaction. (1) Given the reactants [CH2:1]1[O:11][C:10]2[CH:9]=[CH:8][C:5]([CH2:6][NH2:7])=[CH:4][C:3]=2[O:2]1.[Cl:12][C:13]1[CH:18]=[CH:17][C:16]([C:19]2[N:23]([CH2:24][C:25]3[CH:30]=[CH:29][C:28]([CH3:31])=[CH:27][CH:26]=3)[N:22]=[C:21]([C:32](Cl)=[O:33])[CH:20]=2)=[CH:15][C:14]=1[CH3:35], predict the reaction product. The product is: [O:11]1[C:10]2[CH:9]=[CH:8][C:5]([CH2:6][NH:7][C:32]([C:21]3[CH:20]=[C:19]([C:16]4[CH:17]=[CH:18][C:13]([Cl:12])=[C:14]([CH3:35])[CH:15]=4)[N:23]([CH2:24][C:25]4[CH:26]=[CH:27][C:28]([CH3:31])=[CH:29][CH:30]=4)[N:22]=3)=[O:33])=[CH:4][C:3]=2[O:2][CH2:1]1. (2) Given the reactants [F:1][C:2]1[CH:7]=[CH:6][CH:5]=[C:4]([N+:8]([O-])=O)[C:3]=1[N:11]1[CH:15]=[C:14]([CH:16]=[O:17])[C:13]([CH3:18])=[N:12]1.N1C=CC=N1.C(O)(=O)C, predict the reaction product. The product is: [NH2:8][C:4]1[CH:5]=[CH:6][CH:7]=[C:2]([F:1])[C:3]=1[N:11]1[CH:15]=[C:14]([CH:16]=[O:17])[C:13]([CH3:18])=[N:12]1. (3) Given the reactants I[C:2]1[CH:6]=[CH:5][N:4]([C:7]2[CH:12]=[CH:11][C:10]([C:13]([F:16])([F:15])[F:14])=[CH:9][CH:8]=2)[N:3]=1.[CH3:17][O:18][C:19]1[CH:24]=[N:23][N:22]([CH3:25])[C:21](=[O:26])[C:20]=1[Sn](C)(C)C, predict the reaction product. The product is: [CH3:17][O:18][C:19]1[CH:24]=[N:23][N:22]([CH3:25])[C:21](=[O:26])[C:20]=1[C:2]1[CH:6]=[CH:5][N:4]([C:7]2[CH:12]=[CH:11][C:10]([C:13]([F:16])([F:15])[F:14])=[CH:9][CH:8]=2)[N:3]=1. (4) Given the reactants [C:1]([C:3]1[CH:8]=[CH:7][C:6]([N:9]2[C:17]3[C:12](=[CH:13][C:14]([C:18]#[C:19][CH2:20][CH2:21][CH2:22]OS(C)(=O)=O)=[CH:15][CH:16]=3)[CH:11]=[CH:10]2)=[CH:5][CH:4]=1)#[CH:2].[CH2:28]([NH:30][CH2:31][CH3:32])[CH3:29], predict the reaction product. The product is: [CH2:28]([N:30]([CH2:31][CH3:32])[CH2:22][CH2:21][CH2:20][C:19]#[C:18][C:14]1[CH:13]=[C:12]2[C:17](=[CH:16][CH:15]=1)[N:9]([C:6]1[CH:7]=[CH:8][C:3]([C:1]#[CH:2])=[CH:4][CH:5]=1)[CH:10]=[CH:11]2)[CH3:29]. (5) Given the reactants [Cl:1][C:2]1[CH:7]=[CH:6][C:5]([C:8]2[C:9]([O:24][CH2:25][CH2:26][O:27][CH3:28])=[N:10][CH:11]=[C:12]([CH:23]=2)[C:13]([NH:15][C@@H:16]2[CH2:21][CH2:20][CH2:19][CH2:18][C@H:17]2[OH:22])=[O:14])=[CH:4][CH:3]=1.[H-].[Na+].[CH3:31]I, predict the reaction product. The product is: [Cl:1][C:2]1[CH:3]=[CH:4][C:5]([C:8]2[C:9]([O:24][CH2:25][CH2:26][O:27][CH3:28])=[N:10][CH:11]=[C:12]([CH:23]=2)[C:13]([NH:15][C@@H:16]2[CH2:21][CH2:20][CH2:19][CH2:18][C@H:17]2[O:22][CH3:31])=[O:14])=[CH:6][CH:7]=1.